Predict the reaction yield, written as a fraction of the theoretical maximum amount of product (1.0 means a 100% yield; for example, 0.34 means a 34% yield). From a dataset of Reaction yield outcomes from USPTO patents with 853,638 reactions. (1) The reactants are [N:1]([CH2:4][CH2:5][CH2:6][C:7](=[N:14][NH:15][C:16](=[O:25])[C:17]1[CH:22]=[C:21]([Cl:23])[CH:20]=[CH:19][C:18]=1[CH3:24])[C:8]1[CH:13]=[CH:12][CH:11]=[CH:10][CH:9]=1)=[N+:2]=[N-:3].[C:26](Cl)(=[O:31])[C:27]([CH3:30])([CH3:29])[CH3:28].O. The catalyst is N1C=CC=CC=1. The product is [N:1]([CH2:4][CH2:5][CH2:6][C:7]1([C:8]2[CH:9]=[CH:10][CH:11]=[CH:12][CH:13]=2)[N:14]([C:26](=[O:31])[C:27]([CH3:30])([CH3:29])[CH3:28])[N:15]=[C:16]([C:17]2[CH:22]=[C:21]([Cl:23])[CH:20]=[CH:19][C:18]=2[CH3:24])[O:25]1)=[N+:2]=[N-:3]. The yield is 0.500. (2) The reactants are Br[C:2]1[CH:3]=[C:4]2[C:9](=[CH:10][CH:11]=1)[N:8]([C:12]1[C:16]3[CH2:17][N:18]([C:21](=[O:23])[CH3:22])[CH2:19][CH2:20][C:15]=3[N:14]([C@H:24]3[CH2:28][CH2:27][O:26][CH2:25]3)[N:13]=1)[CH2:7][CH:6]([CH2:29][O:30][Si:31]([C:34]([CH3:37])([CH3:36])[CH3:35])([CH3:33])[CH3:32])[CH2:5]2.C([O-])([O-])=O.[Na+].[Na+].[CH3:44][N:45]1[CH:49]=[C:48](B2OC(C)(C)C(C)(C)O2)[CH:47]=[N:46]1. The catalyst is O1CCOCC1.O.C1C=CC(P(C2C=CC=CC=2)[C-]2C=CC=C2)=CC=1.C1C=CC(P(C2C=CC=CC=2)[C-]2C=CC=C2)=CC=1.Cl[Pd]Cl.[Fe+2]. The product is [Si:31]([O:30][CH2:29][CH:6]1[CH2:5][C:4]2[C:9](=[CH:10][CH:11]=[C:2]([C:48]3[CH:47]=[N:46][N:45]([CH3:44])[CH:49]=3)[CH:3]=2)[N:8]([C:12]2[C:16]3[CH2:17][N:18]([C:21](=[O:23])[CH3:22])[CH2:19][CH2:20][C:15]=3[N:14]([C@H:24]3[CH2:28][CH2:27][O:26][CH2:25]3)[N:13]=2)[CH2:7]1)([C:34]([CH3:36])([CH3:37])[CH3:35])([CH3:32])[CH3:33]. The yield is 0.570. (3) The reactants are [Cl:1][C:2]1[CH:35]=[CH:34][CH:33]=[CH:32][C:3]=1[C:4]([C:6]1[C:7]([OH:31])=[N:8][N:9]([C:22]2[C:27]([Cl:28])=[CH:26][C:25]([Cl:29])=[CH:24][C:23]=2[Cl:30])[C:10]=1[N:11]1[C:15](=[O:16])[C:14]2=[CH:17][CH:18]=[CH:19][CH:20]=[C:13]2[C:12]1=[O:21])=[O:5].[H-].[Na+].S(OCC)(O[CH2:42][CH3:43])(=O)=O.O. The catalyst is CS(C)=O. The product is [Cl:1][C:2]1[CH:35]=[CH:34][CH:33]=[CH:32][C:3]=1[C:4]([C:6]1[C:7]([O:31][CH2:42][CH3:43])=[N:8][N:9]([C:22]2[C:23]([Cl:30])=[CH:24][C:25]([Cl:29])=[CH:26][C:27]=2[Cl:28])[C:10]=1[N:11]1[C:12](=[O:21])[C:13]2=[CH:20][CH:19]=[CH:18][CH:17]=[C:14]2[C:15]1=[O:16])=[O:5]. The yield is 0.400. (4) The reactants are [CH3:1][C:2]1[S:3][C:4]2[CH:10]=[C:9]([S:11](Cl)(=[O:13])=[O:12])[CH:8]=[CH:7][C:5]=2[N:6]=1.[CH2:15]([NH:21][CH2:22][CH2:23][CH2:24][CH2:25][CH2:26][CH3:27])[CH2:16][CH2:17][CH2:18][CH2:19][CH3:20].CCCCCC. The catalyst is C(Cl)(Cl)Cl.C(OCC)(=O)C. The product is [CH2:22]([N:21]([CH2:15][CH2:16][CH2:17][CH2:18][CH2:19][CH3:20])[S:11]([C:9]1[CH:8]=[CH:7][C:5]2[N:6]=[C:2]([CH3:1])[S:3][C:4]=2[CH:10]=1)(=[O:13])=[O:12])[CH2:23][CH2:24][CH2:25][CH2:26][CH3:27]. The yield is 0.970. (5) The reactants are [Br:1][C:2]1[C:3](=[O:17])[O:4][C:5]2[C:10]([C:11]=1[CH2:12]Cl)=[CH:9][C:8]([Br:14])=[C:7]([OH:15])[C:6]=2[Br:16].ClC1C=C2C(=CC=1O)[O:25][C:24](=[O:30])[CH:23]=C2CCl. No catalyst specified. The product is [C:24]([O:30][CH2:12][C:11]1[C:10]2[C:5](=[C:6]([Br:16])[C:7]([OH:15])=[C:8]([Br:14])[CH:9]=2)[O:4][C:3](=[O:17])[C:2]=1[Br:1])(=[O:25])[CH3:23]. The yield is 0.300. (6) The reactants are Cl[C:2]1[C:7]([C:8]#[N:9])=[CH:6][N:5]=[C:4]([S:10][CH3:11])[N:3]=1.CCN(C(C)C)C(C)C.[NH2:21][C@H:22]1[CH2:27][CH2:26][C@@H:25]([OH:28])[C:24]([CH3:30])([CH3:29])[CH2:23]1. The catalyst is C1COCC1. The product is [OH:28][C@@H:25]1[CH2:26][CH2:27][C@H:22]([NH:21][C:2]2[C:7]([C:8]#[N:9])=[CH:6][N:5]=[C:4]([S:10][CH3:11])[N:3]=2)[CH2:23][C:24]1([CH3:30])[CH3:29]. The yield is 0.820. (7) The reactants are [O:1]=[C:2]1[O:7][C@@H:6]([C:8]2[CH:13]=[CH:12][CH:11]=[CH:10][CH:9]=2)[C@@H:5]([C:14]2[CH:19]=[CH:18][CH:17]=[CH:16][CH:15]=2)[N:4]([C:20]([O:22][C:23]([CH3:26])([CH3:25])[CH3:24])=[O:21])[C@@H:3]1[CH2:27][CH2:28][CH2:29][CH2:30][B:31]1[O:35][C:34]([CH3:37])([CH3:36])[C:33]([CH3:39])([CH3:38])[O:32]1.CN([CH2:43][CH2:44]N(C)C)C.C(I)C.C[Si]([N-][Si](C)(C)C)(C)C.[K+].Cl. The catalyst is COCCOC.CCCCCCC. The product is [CH2:43]([C@:3]1([CH2:27][CH2:28][CH2:29][CH2:30][B:31]2[O:35][C:34]([CH3:37])([CH3:36])[C:33]([CH3:39])([CH3:38])[O:32]2)[C:2](=[O:1])[O:7][C@@H:6]([C:8]2[CH:9]=[CH:10][CH:11]=[CH:12][CH:13]=2)[C@@H:5]([C:14]2[CH:19]=[CH:18][CH:17]=[CH:16][CH:15]=2)[N:4]1[C:20]([O:22][C:23]([CH3:26])([CH3:25])[CH3:24])=[O:21])[CH3:44]. The yield is 0.650.